From a dataset of Forward reaction prediction with 1.9M reactions from USPTO patents (1976-2016). Predict the product of the given reaction. (1) Given the reactants [NH2:1][C:2]1([CH2:5][O:6][C:7]2[CH:16]=[C:15]3[C:10]([C:11]([O:17][C:18]4[CH:23]=[CH:22][C:21]([N:24]([C:33]5[CH:38]=[CH:37][C:36]([F:39])=[CH:35][CH:34]=5)[C:25]([C:27]5([C:30]([NH2:32])=[O:31])[CH2:29][CH2:28]5)=[O:26])=[CH:20][C:19]=4[F:40])=[CH:12][CH:13]=[N:14]3)=[CH:9][C:8]=2[O:41][CH3:42])[CH2:4][CH2:3]1.[O:43]1[CH2:48][CH2:47][C:46](=O)[CH2:45][CH2:44]1.CC(O)=O.C([O-])(O)=O.[Na+], predict the reaction product. The product is: [F:40][C:19]1[CH:20]=[C:21]([N:24]([C:33]2[CH:34]=[CH:35][C:36]([F:39])=[CH:37][CH:38]=2)[C:25]([C:27]2([C:30]([NH2:32])=[O:31])[CH2:29][CH2:28]2)=[O:26])[CH:22]=[CH:23][C:18]=1[O:17][C:11]1[C:10]2[C:15](=[CH:16][C:7]([O:6][CH2:5][C:2]3([NH:1][CH:46]4[CH2:47][CH2:48][O:43][CH2:44][CH2:45]4)[CH2:3][CH2:4]3)=[C:8]([O:41][CH3:42])[CH:9]=2)[N:14]=[CH:13][CH:12]=1. (2) The product is: [Br:33][C:14]1[C:15](=[O:19])[N:16]([CH3:18])[CH:17]=[C:12]([C:10](=[O:11])[CH2:9][C@H:8]([C:5]2[CH:4]=[CH:3][C:2]([Br:1])=[CH:7][CH:6]=2)[C:20]2[CH:25]=[CH:24][CH:23]=[CH:22][C:21]=2[CH3:26])[CH:13]=1. Given the reactants [Br:1][C:2]1[CH:7]=[CH:6][C:5]([C@H:8]([C:20]2[CH:25]=[CH:24][CH:23]=[CH:22][C:21]=2[CH3:26])[CH2:9][C:10]([C:12]2[CH:13]=[CH:14][C:15](=[O:19])[N:16]([CH3:18])[CH:17]=2)=[O:11])=[CH:4][CH:3]=1.N1C=CC=CC=1.[Br:33]Br.C(OCC)(=O)C, predict the reaction product. (3) The product is: [C:11]([O:10][C:8]1[CH:7]=[CH:6][C:5]2[S:1][CH:2]=[CH:3][C:4]=2[CH:9]=1)(=[O:13])[CH3:12]. Given the reactants [S:1]1[C:5]2[CH:6]=[CH:7][C:8]([OH:10])=[CH:9][C:4]=2[CH:3]=[CH:2]1.[C:11](Cl)(=[O:13])[CH3:12], predict the reaction product. (4) Given the reactants [Br:1][C:2]1[CH:3]=[C:4]([OH:9])[C:5]([Cl:8])=[N:6][CH:7]=1.ClCCCl.C(N(CC)CC)C.[CH3:21][O:22][CH2:23][CH2:24][O:25][CH2:26]Cl, predict the reaction product. The product is: [Br:1][C:2]1[CH:3]=[C:4]([O:9][CH2:21][O:22][CH2:23][CH2:24][O:25][CH3:26])[C:5]([Cl:8])=[N:6][CH:7]=1. (5) Given the reactants [CH2:1]([N:8]([CH:13]([CH3:15])[CH3:14])[CH2:9][CH2:10][CH:11]=[O:12])[C:2]1[CH:7]=[CH:6][CH:5]=[CH:4][CH:3]=1.[CH:16]1[C:25]2[C:20](=[CH:21][CH:22]=[CH:23][CH:24]=2)[CH:19]=[CH:18][C:17]=1[Mg]Br, predict the reaction product. The product is: [CH2:1]([N:8]([CH:13]([CH3:15])[CH3:14])[CH2:9][CH2:10][CH:11]([C:18]1[CH:17]=[CH:16][C:25]2[C:20](=[CH:21][CH:22]=[CH:23][CH:24]=2)[CH:19]=1)[OH:12])[C:2]1[CH:7]=[CH:6][CH:5]=[CH:4][CH:3]=1. (6) Given the reactants [Br:1][C:2]1[CH:3]=[CH:4][C:5]([CH2:8][CH2:9]I)=[N:6][CH:7]=1.[CH2:11]([O:13][C:14](=[O:22])[CH:15]([S:17]([CH2:20]C)(=[O:19])=[O:18])[CH3:16])[CH3:12].BrC1C=NC=CC=1.BrC1C=CC(CCC(C)(S(C)(=O)=O)C(OCC)=O)=CC=1, predict the reaction product. The product is: [Br:1][C:2]1[CH:3]=[CH:4][C:5]([CH2:8][CH2:9][C:15]([CH3:16])([S:17]([CH3:20])(=[O:18])=[O:19])[C:14]([O:13][CH2:11][CH3:12])=[O:22])=[N:6][CH:7]=1. (7) Given the reactants [C:1]1([CH:7]([C:31]2[CH:36]=[CH:35][CH:34]=[CH:33][CH:32]=2)[CH2:8][S:9]([C:11]2[S:12][C:13]3[CH2:23][CH2:22][C:21]4[C:16](=[CH:17][CH:18]=[CH:19][C:20]=4[O:24][CH2:25][C:26]([O:28]CC)=[O:27])[C:14]=3[N:15]=2)=[O:10])[CH:6]=[CH:5][CH:4]=[CH:3][CH:2]=1.[OH-].[Na+], predict the reaction product. The product is: [C:31]1([CH:7]([C:1]2[CH:6]=[CH:5][CH:4]=[CH:3][CH:2]=2)[CH2:8][S:9]([C:11]2[S:12][C:13]3[CH2:23][CH2:22][C:21]4[C:16](=[CH:17][CH:18]=[CH:19][C:20]=4[O:24][CH2:25][C:26]([OH:28])=[O:27])[C:14]=3[N:15]=2)=[O:10])[CH:32]=[CH:33][CH:34]=[CH:35][CH:36]=1.